Dataset: Reaction yield outcomes from USPTO patents with 853,638 reactions. Task: Predict the reaction yield, written as a fraction of the theoretical maximum amount of product (1.0 means a 100% yield; for example, 0.34 means a 34% yield). (1) The reactants are FC(F)(F)C(O)=O.[CH:8]1([NH:11][C:12]([C:14]2[N:15]=[N:16][N:17]([C:46]3[CH:51]=[CH:50][C:49]([C:52]([NH:54][CH2:55][CH3:56])=[O:53])=[CH:48][CH:47]=3)[C:18]=2[CH2:19][NH:20][CH2:21][C:22]2[N:23](C(C3C=CC=CC=3)(C3C=CC=CC=3)C3C=CC=CC=3)[CH:24]=[CH:25][N:26]=2)=[O:13])[CH2:10][CH2:9]1. No catalyst specified. The product is [CH:8]1([NH:11][C:12]([C:14]2[N:15]=[N:16][N:17]([C:46]3[CH:47]=[CH:48][C:49]([C:52]([NH:54][CH2:55][CH3:56])=[O:53])=[CH:50][CH:51]=3)[C:18]=2[CH2:19][NH:20][CH2:21][C:22]2[NH:26][CH:25]=[CH:24][N:23]=2)=[O:13])[CH2:9][CH2:10]1. The yield is 0.610. (2) The reactants are Cl[CH2:2][CH2:3][C:4]([NH:6][C:7]1[CH:12]=[CH:11][C:10]([F:13])=[C:9]([CH3:14])[CH:8]=1)=[O:5].ClCCC(Cl)=O.C([O-])([O-])=O.[K+].[K+].[Al+3].[Cl-].[Cl-].[Cl-].Cl. The catalyst is CCOC(C)=O.CC#N. The product is [F:13][C:10]1[CH:11]=[C:12]2[C:7](=[CH:8][C:9]=1[CH3:14])[NH:6][C:4](=[O:5])[CH2:3][CH2:2]2.[F:13][C:10]1[C:9]([CH3:14])=[C:8]2[C:7](=[CH:12][CH:11]=1)[NH:6][C:4](=[O:5])[CH2:3][CH2:2]2. The yield is 0.140. (3) The reactants are [Si]([O:8][CH:9]1[CH2:14][CH2:13][N:12]([C:15]2[CH:16]=[C:17]([C:25]([NH:27][C:28]3[C:29]([CH3:39])=[C:30]([CH:35]=[CH:36][C:37]=3[CH3:38])[C:31]([O:33][CH3:34])=[O:32])=[O:26])[C:18]3[C:23]([CH:24]=2)=[CH:22][CH:21]=[CH:20][CH:19]=3)[CH2:11][CH2:10]1)(C(C)(C)C)(C)C.[N+](CCCC)(CCCC)(CCCC)CCCC.[F-]. The catalyst is C1COCC1. The product is [OH:8][CH:9]1[CH2:10][CH2:11][N:12]([C:15]2[CH:16]=[C:17]([C:25]([NH:27][C:28]3[C:29]([CH3:39])=[C:30]([CH:35]=[CH:36][C:37]=3[CH3:38])[C:31]([O:33][CH3:34])=[O:32])=[O:26])[C:18]3[C:23]([CH:24]=2)=[CH:22][CH:21]=[CH:20][CH:19]=3)[CH2:13][CH2:14]1. The yield is 0.550. (4) The catalyst is C(Cl)Cl.O1CCOCC1. The yield is 0.769. The reactants are [CH3:1][C:2]1[CH:3]=[C:4]([CH:30]=[C:31]([CH3:33])[CH:32]=1)[O:5][C:6]1[CH:11]=[CH:10][C:9]([O:12]C)=[CH:8][C:7]=1[S:14]([N:17]1[CH2:22][CH2:21][N:20](C(OC(C)(C)C)=O)[CH2:19][CH2:18]1)(=[O:16])=[O:15].[ClH:34]. The product is [ClH:34].[CH3:33][C:31]1[CH:30]=[C:4]([CH:3]=[C:2]([CH3:1])[CH:32]=1)[O:5][C:6]1[CH:11]=[CH:10][C:9]([OH:12])=[CH:8][C:7]=1[S:14]([N:17]1[CH2:22][CH2:21][NH:20][CH2:19][CH2:18]1)(=[O:15])=[O:16]. (5) The reactants are [CH3:1][N:2]([CH3:16])[S:3]([C:6]1[CH:13]=[CH:12][C:9]([CH:10]=[O:11])=[CH:8][C:7]=1[O:14][CH3:15])(=[O:5])=[O:4].[BH4-].[Na+]. The catalyst is C1COCC1. The product is [CH3:1][N:2]([CH3:16])[S:3]([C:6]1[CH:13]=[CH:12][C:9]([CH2:10][OH:11])=[CH:8][C:7]=1[O:14][CH3:15])(=[O:4])=[O:5]. The yield is 0.920.